This data is from Catalyst prediction with 721,799 reactions and 888 catalyst types from USPTO. The task is: Predict which catalyst facilitates the given reaction. (1) Product: [CH2:43]([N:41]([CH2:40][C:17]1[C:18]2[C:23](=[O:24])[C:22]([C:25](=[O:29])[CH:26]([CH3:28])[CH3:27])=[CH:21][N:20]([CH2:30][C:31]3[C:32]([F:38])=[CH:33][CH:34]=[CH:35][C:36]=3[F:37])[C:19]=2[S:39][C:16]=1[C:13]1[CH:12]=[CH:11][C:10]([NH:9][C:7](=[O:8])[CH:6]([CH3:50])[CH2:5][OH:4])=[CH:15][CH:14]=1)[CH3:42])[C:44]1[CH:49]=[CH:48][CH:47]=[CH:46][CH:45]=1. Reactant: C([O:4][CH2:5][CH:6]([CH3:50])[C:7]([NH:9][C:10]1[CH:15]=[CH:14][C:13]([C:16]2[S:39][C:19]3[N:20]([CH2:30][C:31]4[C:36]([F:37])=[CH:35][CH:34]=[CH:33][C:32]=4[F:38])[CH:21]=[C:22]([C:25](=[O:29])[CH:26]([CH3:28])[CH3:27])[C:23](=[O:24])[C:18]=3[C:17]=2[CH2:40][N:41]([CH2:43][C:44]2[CH:49]=[CH:48][CH:47]=[CH:46][CH:45]=2)[CH3:42])=[CH:12][CH:11]=1)=[O:8])(=O)C.C(=O)([O-])[O-].[K+].[K+]. The catalyst class is: 5. (2) Reactant: [CH3:1][C:2]1[O:6][C:5]([C:7]2[CH:12]=[CH:11][CH:10]=[CH:9][CH:8]=2)=[N:4][C:3]=1[CH2:13][O:14][C:15]1[CH:34]=[CH:33][C:18]([CH2:19][O:20][C:21]2[CH:26]=[CH:25][CH:24]=[CH:23][C:22]=2[CH2:27][CH2:28][C:29]([O:31]C)=[O:30])=[CH:17][CH:16]=1.O.[OH-].[Li+].O1CCCC1.Cl. Product: [CH3:1][C:2]1[O:6][C:5]([C:7]2[CH:8]=[CH:9][CH:10]=[CH:11][CH:12]=2)=[N:4][C:3]=1[CH2:13][O:14][C:15]1[CH:16]=[CH:17][C:18]([CH2:19][O:20][C:21]2[CH:26]=[CH:25][CH:24]=[CH:23][C:22]=2[CH2:27][CH2:28][C:29]([OH:31])=[O:30])=[CH:33][CH:34]=1. The catalyst class is: 24. (3) Reactant: [F:1][C:2]1[CH:7]=[CH:6][C:5]([C@H:8]2[C@@H:17]([C:18]3[CH:23]=[CH:22][C:21]([OH:24])=[CH:20][CH:19]=3)[C:16]3[C:11](=[CH:12][C:13]([O:25][CH3:26])=[CH:14][CH:15]=3)[O:10][CH2:9]2)=[CH:4][CH:3]=1.C(=O)([O-])[O-].[K+].[K+].[I-].[Na+].Cl.Cl[CH2:37][CH2:38][N:39]1[CH2:43][CH2:42][CH2:41][CH2:40]1. Product: [F:1][C:2]1[CH:7]=[CH:6][C:5]([C@H:8]2[C@@H:17]([C:18]3[CH:23]=[CH:22][C:21]([O:24][CH2:37][CH2:38][N:39]4[CH2:43][CH2:42][CH2:41][CH2:40]4)=[CH:20][CH:19]=3)[C:16]3[C:11](=[CH:12][C:13]([O:25][CH3:26])=[CH:14][CH:15]=3)[O:10][CH2:9]2)=[CH:4][CH:3]=1. The catalyst class is: 21. (4) Reactant: [Br:1][C:2]1[C:7]([C:8]#[N:9])=[CH:6][C:5]([NH:10][C:11](=[O:17])[O:12][C:13]([CH3:16])([CH3:15])[CH3:14])=[C:4]([Cl:18])[CH:3]=1.C[Si]([N-][Si](C)(C)C)(C)C.[Na+].[CH3:29][O:30][C:31]1[CH:38]=[CH:37][C:34]([CH2:35]Cl)=[CH:33][CH:32]=1. Product: [Br:1][C:2]1[C:7]([C:8]#[N:9])=[CH:6][C:5]([N:10]([CH2:35][C:34]2[CH:37]=[CH:38][C:31]([O:30][CH3:29])=[CH:32][CH:33]=2)[C:11](=[O:17])[O:12][C:13]([CH3:14])([CH3:15])[CH3:16])=[C:4]([Cl:18])[CH:3]=1. The catalyst class is: 3.